From a dataset of Forward reaction prediction with 1.9M reactions from USPTO patents (1976-2016). Predict the product of the given reaction. (1) Given the reactants O[CH2:2][C:3]1([C:19]2[C:28]([OH:29])=[CH:27][C:26]3[CH2:25][CH2:24][CH2:23][CH2:22][C:21]=3[CH:20]=2)[C:11]2[C:6](=[CH:7][CH:8]=[CH:9][CH:10]=2)[N:5]([CH2:12][C:13]([O:15][CH2:16][CH3:17])=[O:14])[C:4]1=[O:18].OC1C=C2C(CCC2)=CC=1C1(CO)C2C(=CC=CC=2)N(CC(OCC)=O)C1=O, predict the reaction product. The product is: [O:18]=[C:4]1[C:3]2([CH2:2][O:29][C:28]3[CH:27]=[C:26]4[C:21](=[CH:20][C:19]2=3)[CH2:22][CH2:23][CH2:24][CH2:25]4)[C:11]2[C:6](=[CH:7][CH:8]=[CH:9][CH:10]=2)[N:5]1[CH2:12][C:13]([O:15][CH2:16][CH3:17])=[O:14]. (2) Given the reactants Cl[C:2]1[CH:7]=[CH:6][N:5]=[C:4]2[S:8][C:9]([S:18]([C:21]3[CH:26]=[CH:25][C:24]([Cl:27])=[CH:23][CH:22]=3)(=[O:20])=[O:19])=[C:10]([C:11]3[CH:16]=[CH:15][C:14]([Cl:17])=[CH:13][CH:12]=3)[C:3]=12.C([O-])(=[O:30])C.[Na+], predict the reaction product. The product is: [Cl:27][C:24]1[CH:25]=[CH:26][C:21]([S:18]([C:9]2[S:8][C:4]3=[N:5][CH:6]=[CH:7][C:2]([OH:30])=[C:3]3[C:10]=2[C:11]2[CH:16]=[CH:15][C:14]([Cl:17])=[CH:13][CH:12]=2)(=[O:20])=[O:19])=[CH:22][CH:23]=1. (3) Given the reactants [F:1][C:2]1[C:7]([S:8]([CH3:11])(=[O:10])=[O:9])=[CH:6][CH:5]=[CH:4][C:3]=1[N:12]1[CH2:17][CH2:16][NH:15][CH2:14][CH2:13]1.C(=O)([O-])[O-].[K+].[K+].I[CH2:25][CH3:26].Cl, predict the reaction product. The product is: [CH2:25]([N:15]1[CH2:16][CH2:17][N:12]([C:3]2[CH:4]=[CH:5][CH:6]=[C:7]([S:8]([CH3:11])(=[O:9])=[O:10])[C:2]=2[F:1])[CH2:13][CH2:14]1)[CH3:26]. (4) Given the reactants [Br:1][C:2]1[CH:7]=[CH:6][CH:5]=[C:4]([Br:8])[CH:3]=1.[N+:9]([O-])([O-:11])=[O:10].[K+], predict the reaction product. The product is: [Br:1][C:2]1[CH:3]=[C:4]([Br:8])[CH:5]=[CH:6][C:7]=1[N+:9]([O-:11])=[O:10]. (5) Given the reactants [Cl:1][C:2]1[CH:7]=[CH:6][C:5]([C:8](=O)[CH2:9][CH2:10][CH:11]2[CH2:15][CH2:14][CH2:13][CH2:12]2)=[CH:4][CH:3]=1.C(=O)([O-])[O-].[K+].[K+].Cl.[CH3:24][O:25][NH2:26], predict the reaction product. The product is: [CH3:24][O:25][N:26]=[C:8]([C:5]1[CH:6]=[CH:7][C:2]([Cl:1])=[CH:3][CH:4]=1)[CH2:9][CH2:10][CH:11]1[CH2:15][CH2:14][CH2:13][CH2:12]1. (6) Given the reactants [N+:1]([C:4]1[CH:5]=[N:6][C:7]([NH2:10])=[N:8][CH:9]=1)([O-:3])=[O:2].[C:11]([O:15][C:16]([N:18]1[CH2:23][CH2:22][N:21]([S:24]([C:27]2[CH:32]=[CH:31][C:30](Br)=[CH:29][CH:28]=2)(=[O:26])=[O:25])[CH2:20][CH2:19]1)=[O:17])([CH3:14])([CH3:13])[CH3:12].CC1(C)C2C(=C(P(C3C=CC=CC=3)C3C=CC=CC=3)C=CC=2)OC2C(P(C3C=CC=CC=3)C3C=CC=CC=3)=CC=CC1=2.CC(C)([O-])C.[K+], predict the reaction product. The product is: [C:11]([O:15][C:16]([N:18]1[CH2:23][CH2:22][N:21]([S:24]([C:27]2[CH:32]=[CH:31][C:30]([NH:10][C:7]3[N:8]=[CH:9][C:4]([N+:1]([O-:3])=[O:2])=[CH:5][N:6]=3)=[CH:29][CH:28]=2)(=[O:26])=[O:25])[CH2:20][CH2:19]1)=[O:17])([CH3:14])([CH3:12])[CH3:13]. (7) The product is: [CH:7](/[C:8]1[CH:13]=[CH:12][N:11]=[C:10]([C:14]2[NH:18][N:17]=[C:16]([C:19]([F:22])([F:20])[F:21])[CH:15]=2)[CH:9]=1)=[CH:23]\[C:24]1[CH:29]=[CH:28][CH:27]=[CH:26][CH:25]=1. Given the reactants C(O[K])(C)(C)C.[CH3:7][C:8]1[CH:13]=[CH:12][N:11]=[C:10]([C:14]2[NH:18][N:17]=[C:16]([C:19]([F:22])([F:21])[F:20])[CH:15]=2)[CH:9]=1.[CH:23](=O)[C:24]1[CH:29]=[CH:28][CH:27]=[CH:26][CH:25]=1, predict the reaction product. (8) The product is: [CH2:1]([O:3][C:4](=[O:18])[CH2:5][C:6]([CH3:17])([CH3:16])[C:7]([C:9]1[CH:10]=[CH:11][C:12]([O:15][CH2:20][CH2:21][CH2:22][Cl:23])=[CH:13][CH:14]=1)=[O:8])[CH3:2]. Given the reactants [CH2:1]([O:3][C:4](=[O:18])[CH2:5][C:6]([CH3:17])([CH3:16])[C:7]([C:9]1[CH:14]=[CH:13][C:12]([OH:15])=[CH:11][CH:10]=1)=[O:8])[CH3:2].Br[CH2:20][CH2:21][CH2:22][Cl:23].C([O-])([O-])=O.[K+].[K+], predict the reaction product. (9) The product is: [Cl:1][C:2]1[CH:11]=[CH:10][C:9]2[N:8]([CH2:12][CH2:13][CH:14]([OH:19])[CH2:15][NH:16][CH2:17][CH3:18])[C:7](=[O:20])[C:6]3=[C:21]([CH3:30])[NH:22][N:23]=[C:5]3[C:4]=2[CH:3]=1. Given the reactants [Cl:1][C:2]1[CH:11]=[CH:10][C:9]2[N:8]([CH2:12][CH2:13][CH:14]([OH:19])[CH2:15][NH:16][CH2:17][CH3:18])[C:7](=[O:20])[C:6]3=[C:21]([CH3:30])[N:22](C4CCCCO4)[N:23]=[C:5]3[C:4]=2[CH:3]=1, predict the reaction product.